Dataset: Full USPTO retrosynthesis dataset with 1.9M reactions from patents (1976-2016). Task: Predict the reactants needed to synthesize the given product. (1) Given the product [OH:22][C:19]([C:18]1[C:13]2[N:14]([C:10]([C:8]3[CH:7]=[CH:6][N:5]=[C:4]([NH:23][CH:24]4[CH2:29][CH2:28][CH:27]([NH:30][S:31]([CH3:34])(=[O:33])=[O:32])[CH2:26][CH2:25]4)[N:9]=3)=[CH:11][N:12]=2)[CH:15]=[CH:16][CH:17]=1)([CH3:20])[CH3:21], predict the reactants needed to synthesize it. The reactants are: CS([C:4]1[N:9]=[C:8]([C:10]2[N:14]3[CH:15]=[CH:16][CH:17]=[C:18]([C:19]([OH:22])([CH3:21])[CH3:20])[C:13]3=[N:12][CH:11]=2)[CH:7]=[CH:6][N:5]=1)=O.[NH2:23][CH:24]1[CH2:29][CH2:28][CH:27]([NH:30][S:31]([CH3:34])(=[O:33])=[O:32])[CH2:26][CH2:25]1. (2) Given the product [NH2:19][C:15]1[CH:14]=[C:13]([CH2:12][CH:5]2[CH2:4][CH:9]3[CH2:10][CH2:11][N:6]2[CH2:7][CH2:8]3)[CH:18]=[CH:17][CH:16]=1, predict the reactants needed to synthesize it. The reactants are: Cl.Cl.Cl[CH:4]1[CH:9]2[CH2:10][CH2:11][N:6]([CH2:7][CH2:8]2)[C:5]1=[CH:12][C:13]1[CH:18]=[CH:17][CH:16]=[C:15]([N+:19]([O-])=O)[CH:14]=1.S(Cl)(Cl)=O.[C].[C]. (3) Given the product [C:14]([NH:13][C:11](=[O:12])[CH2:10][C:7]1[CH:6]=[CH:5][C:4]([N+:1]([O-:3])=[O:2])=[CH:9][CH:8]=1)(=[O:16])[CH3:15], predict the reactants needed to synthesize it. The reactants are: [N+:1]([C:4]1[CH:9]=[CH:8][C:7]([CH2:10][C:11]([NH2:13])=[O:12])=[CH:6][CH:5]=1)([O-:3])=[O:2].[C:14](OC(=O)C)(=[O:16])[CH3:15]. (4) Given the product [I:1][C:2]1[CH:3]=[C:4]([CH:8]=[CH:9][N:10]=1)[C:5]([NH:17][CH3:15])=[O:6], predict the reactants needed to synthesize it. The reactants are: [I:1][C:2]1[CH:3]=[C:4]([CH:8]=[CH:9][N:10]=1)[C:5](O)=[O:6].C1C=CC2N(O)N=[N:17][C:15]=2C=1.C(Cl)CCl.CN.